The task is: Predict the reaction yield, written as a fraction of the theoretical maximum amount of product (1.0 means a 100% yield; for example, 0.34 means a 34% yield).. This data is from Reaction yield outcomes from USPTO patents with 853,638 reactions. The reactants are Cl[C:2]1[CH:7]=[CH:6][C:5]([O:8][C:9]2[CH:14]=[CH:13][C:12]([F:15])=[CH:11][CH:10]=2)=[CH:4][N:3]=1.[F:16][C:17]1[CH:18]=[C:19]([CH:21]=[CH:22][C:23]=1[F:24])[NH2:20].C1(P(C2C=CC=CC=2)C2C3OC4C(=CC=CC=4P(C4C=CC=CC=4)C4C=CC=CC=4)C(C)(C)C=3C=CC=2)C=CC=CC=1.C(=O)([O-])[O-].[Cs+].[Cs+]. The catalyst is O1CCOCC1.C(OCC)(=O)C. The product is [F:16][C:17]1[CH:18]=[C:19]([NH:20][C:2]2[CH:7]=[CH:6][C:5]([O:8][C:9]3[CH:14]=[CH:13][C:12]([F:15])=[CH:11][CH:10]=3)=[CH:4][N:3]=2)[CH:21]=[CH:22][C:23]=1[F:24]. The yield is 0.310.